This data is from Forward reaction prediction with 1.9M reactions from USPTO patents (1976-2016). The task is: Predict the product of the given reaction. (1) Given the reactants [F:1][C:2]([F:15])([F:14])[C:3]1[CH:8]=[CH:7][N:6]=[CH:5][C:4]=1[CH:9]([OH:13])[CH:10]([CH3:12])[CH3:11].[CH3:16][S:17](Cl)(=[O:19])=[O:18], predict the reaction product. The product is: [CH3:16][S:17]([O:13][CH:9]([C:4]1[CH:5]=[N:6][CH:7]=[CH:8][C:3]=1[C:2]([F:14])([F:1])[F:15])[CH:10]([CH3:11])[CH3:12])(=[O:19])=[O:18]. (2) Given the reactants [C:1]([O:5][C:6](=[O:24])[NH:7][CH2:8][C:9]1[C:14]([C:15]2[CH:20]=[CH:19][C:18]([Cl:21])=[CH:17][C:16]=2[Cl:22])=[CH:13][N:12]=[C:11](Cl)[CH:10]=1)([CH3:4])([CH3:3])[CH3:2].O.[NH2:26][NH2:27].CCOC(C)=O, predict the reaction product. The product is: [C:1]([O:5][C:6](=[O:24])[NH:7][CH2:8][C:9]1[C:14]([C:15]2[CH:20]=[CH:19][C:18]([Cl:21])=[CH:17][C:16]=2[Cl:22])=[CH:13][N:12]=[C:11]([NH:26][NH2:27])[CH:10]=1)([CH3:4])([CH3:3])[CH3:2].